This data is from Catalyst prediction with 721,799 reactions and 888 catalyst types from USPTO. The task is: Predict which catalyst facilitates the given reaction. Reactant: N[C:2]1[CH:3]=[CH:4][CH:5]=[C:6]2[C:10]=1[NH:9][C:8]([C:11]([NH2:13])=[O:12])=[C:7]2[S:14]([N:17]1[CH2:22][CH2:21][O:20][CH2:19][CH2:18]1)(=[O:16])=[O:15].O.[BrH:24].N([O-])=O.[Na+]. Product: [Br:24][C:2]1[CH:3]=[CH:4][CH:5]=[C:6]2[C:10]=1[NH:9][C:8]([C:11]([NH2:13])=[O:12])=[C:7]2[S:14]([N:17]1[CH2:22][CH2:21][O:20][CH2:19][CH2:18]1)(=[O:16])=[O:15]. The catalyst class is: 7.